Dataset: HIV replication inhibition screening data with 41,000+ compounds from the AIDS Antiviral Screen. Task: Binary Classification. Given a drug SMILES string, predict its activity (active/inactive) in a high-throughput screening assay against a specified biological target. (1) The molecule is OCC(O)C(O)C(O)C(O)C=NNc1nc(O)c2ccccc2n1. The result is 0 (inactive). (2) The molecule is Cc1cn(C2CC3C(COC(CC[Se]c4ccccc4)N3O)O2)c(=O)[nH]c1=O. The result is 1 (active).